This data is from Forward reaction prediction with 1.9M reactions from USPTO patents (1976-2016). The task is: Predict the product of the given reaction. (1) Given the reactants C[O:2][C:3](=O)[CH:4]([CH:20]1[CH2:22][CH2:21]1)[O:5][C:6]1[C:7]([Cl:19])=[N:8][C:9]([Cl:18])=[N:10][C:11]=1[N:12]1[CH2:17][CH2:16][O:15][CH2:14][CH2:13]1.CC(C[AlH]CC(C)C)C, predict the reaction product. The product is: [CH:20]1([CH:4]([O:5][C:6]2[C:7]([Cl:19])=[N:8][C:9]([Cl:18])=[N:10][C:11]=2[N:12]2[CH2:13][CH2:14][O:15][CH2:16][CH2:17]2)[CH2:3][OH:2])[CH2:22][CH2:21]1. (2) Given the reactants [Cl:1][C:2]1[C:7]([O:8][CH3:9])=[CH:6][C:5]([O:10][CH3:11])=[C:4]([Cl:12])[C:3]=1[C:13]1[C:26](=[O:27])[N:25]([CH2:28][CH2:29][O:30][CH:31]2[CH2:34][N:33]([C:35]([O:37][C:38]([CH3:41])([CH3:40])[CH3:39])=[O:36])[CH2:32]2)[C:16]2[N:17]=[C:18](S(C)(=O)=O)[N:19]=[CH:20][C:15]=2[CH:14]=1.[CH3:42][NH2:43], predict the reaction product. The product is: [Cl:1][C:2]1[C:7]([O:8][CH3:9])=[CH:6][C:5]([O:10][CH3:11])=[C:4]([Cl:12])[C:3]=1[C:13]1[C:26](=[O:27])[N:25]([CH2:28][CH2:29][O:30][CH:31]2[CH2:34][N:33]([C:35]([O:37][C:38]([CH3:41])([CH3:40])[CH3:39])=[O:36])[CH2:32]2)[C:16]2[N:17]=[C:18]([NH:43][CH3:42])[N:19]=[CH:20][C:15]=2[CH:14]=1. (3) Given the reactants [C:1]([O:5][C:6](=[O:24])[CH2:7][C@@:8]1([CH2:15][NH:16][C:17]([O:19][C:20]([CH3:23])([CH3:22])[CH3:21])=[O:18])[CH2:14][C@@H:13]2[C@H:9]1[CH:10]=[CH:11][CH2:12]2)([CH3:4])([CH3:3])[CH3:2].[F:25][CH2:26][CH2:27]C1C[C@H]2[C@@H](C=1)[C@](CC(OC(C)(C)C)=O)(C[N+]([O-])=O)C2, predict the reaction product. The product is: [C:1]([O:5][C:6](=[O:24])[CH2:7][C@@:8]1([CH2:15][NH:16][C:17]([O:19][C:20]([CH3:23])([CH3:22])[CH3:21])=[O:18])[CH2:14][C@@H:13]2[C@H:9]1[CH:10]=[C:11]([CH2:27][CH2:26][F:25])[CH2:12]2)([CH3:4])([CH3:3])[CH3:2]. (4) Given the reactants [C:1]([O:5][C:6]([NH:8][CH:9]1[CH2:13][CH2:12][CH2:11][CH:10]1[C:14]([OH:16])=O)=[O:7])([CH3:4])([CH3:3])[CH3:2].C(Cl)CCl.[CH3:21][C:22]1(C)OC(=O)CC(=O)[O:23]1.OS([O-])(=O)=O.[Na+], predict the reaction product. The product is: [O:23]=[C:22]1[N:8]([C:6]([O:5][C:1]([CH3:2])([CH3:3])[CH3:4])=[O:7])[CH:9]2[CH2:13][CH2:12][CH2:11][CH:10]2[C:14](=[O:16])[CH2:21]1. (5) Given the reactants [NH2:1][C:2]1[C:3]([C:9](N)=[O:10])=[N:4][CH:5]=[C:6]([Br:8])[CH:7]=1.[OH-:12].[Na+].Cl, predict the reaction product. The product is: [NH2:1][C:2]1[C:3]([C:9]([OH:10])=[O:12])=[N:4][CH:5]=[C:6]([Br:8])[CH:7]=1.